From a dataset of Forward reaction prediction with 1.9M reactions from USPTO patents (1976-2016). Predict the product of the given reaction. Given the reactants [CH3:1][O:2][C:3]1[CH:8]=[CH:7][C:6]([OH:9])=[C:5]([NH2:10])[CH:4]=1.C(=O)(O)[O-].[Na+].[Br:16][CH2:17][C:18](Br)=[O:19], predict the reaction product. The product is: [Br:16][CH2:17][C:18]([NH:10][C:5]1[CH:4]=[C:3]([O:2][CH3:1])[CH:8]=[CH:7][C:6]=1[OH:9])=[O:19].